From a dataset of hERG potassium channel inhibition data for cardiac toxicity prediction from Karim et al.. Regression/Classification. Given a drug SMILES string, predict its toxicity properties. Task type varies by dataset: regression for continuous values (e.g., LD50, hERG inhibition percentage) or binary classification for toxic/non-toxic outcomes (e.g., AMES mutagenicity, cardiotoxicity, hepatotoxicity). Dataset: herg_karim. (1) The result is 0 (non-blocker). The molecule is COC(=O)N1CC(C(=O)Nc2ccc(Cl)cn2)C(C(=O)Nc2ccc(-n3ccccc3=O)cc2F)C1. (2) The drug is C[C@@H](c1ccc(-c2cn(C)c(=O)cc2CO)cc1)[C@H](N)C(=O)N1CC[C@H](F)C1.O=C(O)C(F)(F)F. The result is 0 (non-blocker). (3) The molecule is Cn1cc([C@@]2(c3cncc(C(=O)O)c3)N[C@@H](c3nc(-c4ccc(F)cc4)c[nH]3)Cc3c2[nH]c2ccccc32)cn1. The result is 0 (non-blocker). (4) The molecule is CC(C)CC[C@@H]1C[C@H](N(C)C(C)C)CC[C@@H]1NC(=O)CNC(=O)c1cccc(C(F)(F)F)c1. The result is 1 (blocker). (5) The compound is COc1cc(Nc2nn3c(N4CCC[C@@H]4CO)cc(C4CC4)nc3c2C(N)=O)cc(OC)c1. The result is 1 (blocker).